From a dataset of Forward reaction prediction with 1.9M reactions from USPTO patents (1976-2016). Predict the product of the given reaction. (1) Given the reactants [CH3:1][N:2]1[CH:6]=[CH:5][N:4]=[C:3]1[C:7]1[CH:12]=[CH:11][C:10]([C:13](=[O:15])[CH3:14])=[CH:9][CH:8]=1.[BrH:16].BrBr, predict the reaction product. The product is: [BrH:16].[Br:16][CH2:14][C:13]([C:10]1[CH:11]=[CH:12][C:7]([C:3]2[N:2]([CH3:1])[CH:6]=[CH:5][N:4]=2)=[CH:8][CH:9]=1)=[O:15]. (2) Given the reactants [NH2:1][C:2]1[C:7]([S:8]([NH:11][C:12]([C:14]2[C:15](Cl)=[N:16][C:17]([N:20]3[CH:24]=[CH:23][C:22]([O:25][CH2:26][C:27]([CH3:30])([CH3:29])[CH3:28])=[N:21]3)=[CH:18][CH:19]=2)=[O:13])(=[O:10])=[O:9])=[CH:6][CH:5]=[CH:4][N:3]=1.[CH3:32][C:33]1([CH3:39])[CH2:37][C@H:36]([CH3:38])[CH2:35][NH:34]1.C([O-])([O-])=O.[K+].[K+].C(O)(=O)C, predict the reaction product. The product is: [NH2:1][C:2]1[C:7]([S:8]([NH:11][C:12]([C:14]2[C:15]([N:34]3[CH2:35][C@@H:36]([CH3:38])[CH2:37][C:33]3([CH3:39])[CH3:32])=[N:16][C:17]([N:20]3[CH:24]=[CH:23][C:22]([O:25][CH2:26][C:27]([CH3:30])([CH3:29])[CH3:28])=[N:21]3)=[CH:18][CH:19]=2)=[O:13])(=[O:10])=[O:9])=[CH:6][CH:5]=[CH:4][N:3]=1.